This data is from Full USPTO retrosynthesis dataset with 1.9M reactions from patents (1976-2016). The task is: Predict the reactants needed to synthesize the given product. (1) Given the product [NH2:1][CH:4]1[CH:5]2[O:11][CH2:10][CH:9]([O:12][CH2:13][CH2:14][OH:15])[CH:6]2[O:7][CH2:8]1, predict the reactants needed to synthesize it. The reactants are: [N:1]([CH:4]1[CH2:8][O:7][CH:6]2[CH:9]([O:12][CH2:13][CH2:14][O:15]CC3C=CC=CC=3)[CH2:10][O:11][CH:5]12)=[N+]=[N-]. (2) The reactants are: Cl[C:2]1[N:7]=[CH:6][C:5]([C:8]2[S:9][C:10]3[CH2:16][CH2:15][N:14]([C:17](=[O:22])[C:18]([F:21])([F:20])[F:19])[CH2:13][CH2:12][C:11]=3[N:23]=2)=[CH:4][CH:3]=1.[NH:24]1[CH2:28][CH2:27][CH2:26][C:25]1=[O:29].CC1(C)C2C=CC=C(P(C3C=CC=CC=3)C3C=CC=CC=3)C=2OC2C1=CC=CC=2P(C1C=CC=CC=1)C1C=CC=CC=1.C(=O)([O-])[O-].[Cs+].[Cs+]. Given the product [F:19][C:18]([F:21])([F:20])[C:17]([N:14]1[CH2:15][CH2:16][C:10]2[S:9][C:8]([C:5]3[CH:4]=[CH:3][C:2]([N:24]4[CH2:28][CH2:27][CH2:26][C:25]4=[O:29])=[N:7][CH:6]=3)=[N:23][C:11]=2[CH2:12][CH2:13]1)=[O:22], predict the reactants needed to synthesize it.